Regression. Given a peptide amino acid sequence and an MHC pseudo amino acid sequence, predict their binding affinity value. This is MHC class I binding data. From a dataset of Peptide-MHC class I binding affinity with 185,985 pairs from IEDB/IMGT. (1) The peptide sequence is KYYTSYTLK. The MHC is HLA-B40:01 with pseudo-sequence HLA-B40:01. The binding affinity (normalized) is 0.0847. (2) The peptide sequence is LMMSSPPPI. The MHC is HLA-C04:01 with pseudo-sequence HLA-C04:01. The binding affinity (normalized) is 0.213. (3) The MHC is HLA-B08:01 with pseudo-sequence HLA-B08:01. The binding affinity (normalized) is 0.0847. The peptide sequence is TTSDFFVNY. (4) The MHC is HLA-A11:01 with pseudo-sequence HLA-A11:01. The binding affinity (normalized) is 0.771. The peptide sequence is RLNNPVILSK. (5) The peptide sequence is SLNQTVHSL. The MHC is HLA-B15:01 with pseudo-sequence HLA-B15:01. The binding affinity (normalized) is 0.483. (6) The peptide sequence is QIYAGIKVR. The MHC is HLA-A30:01 with pseudo-sequence HLA-A30:01. The binding affinity (normalized) is 0.114. (7) The peptide sequence is VMYAFTTPL. The MHC is HLA-A02:03 with pseudo-sequence HLA-A02:03. The binding affinity (normalized) is 0.977. (8) The peptide sequence is LSEGCTPY. The MHC is Mamu-A01 with pseudo-sequence Mamu-A01. The binding affinity (normalized) is 0. (9) The peptide sequence is TCQGSEDIK. The MHC is HLA-A68:01 with pseudo-sequence HLA-A68:01. The binding affinity (normalized) is 0.0470. (10) The peptide sequence is STHVNPDGV. The MHC is H-2-Kb with pseudo-sequence H-2-Kb. The binding affinity (normalized) is 0.0845.